Dataset: Full USPTO retrosynthesis dataset with 1.9M reactions from patents (1976-2016). Task: Predict the reactants needed to synthesize the given product. (1) Given the product [O:11]1[C:15]2[CH:16]=[CH:17][CH:18]=[CH:19][C:14]=2[CH:13]=[C:12]1[C:20]1[N:24]2[N:25]=[C:26]([O:8][CH2:7][C@H:5]3[CH2:6][C@H:3]([NH2:2])[CH2:4]3)[CH:27]=[CH:28][C:23]2=[N:22][CH:21]=1, predict the reactants needed to synthesize it. The reactants are: Cl.[NH2:2][C@H:3]1[CH2:6][C@H:5]([CH2:7][OH:8])[CH2:4]1.[H-].[Na+].[O:11]1[C:15]2[CH:16]=[CH:17][CH:18]=[CH:19][C:14]=2[CH:13]=[C:12]1[C:20]1[N:24]2[N:25]=[C:26](Cl)[CH:27]=[CH:28][C:23]2=[N:22][CH:21]=1. (2) Given the product [CH2:13]([O:12][C:10]([N:1]1[CH2:9][CH:7]([O:8][Si:31]([C:34]([CH3:37])([CH3:36])[CH3:35])([CH3:33])[CH3:32])[CH2:6][CH:2]1[C:3]([OH:5])=[O:4])=[O:11])[C:14]1[CH:19]=[CH:18][CH:17]=[CH:16][CH:15]=1, predict the reactants needed to synthesize it. The reactants are: [N:1]1([C:10]([O:12][CH2:13][C:14]2[CH:19]=[CH:18][CH:17]=[CH:16][CH:15]=2)=[O:11])[CH2:9][C@H:7]([OH:8])[CH2:6][C@H:2]1[C:3]([OH:5])=[O:4].C1CCN2C(=NCCC2)CC1.[Si:31](Cl)([C:34]([CH3:37])([CH3:36])[CH3:35])([CH3:33])[CH3:32]. (3) Given the product [N:23]([C:2]1[CH:15]=[CH:14][C:13]2[O:12][C:11]3[C:6](=[CH:7][C:8]([O:16][CH3:17])=[CH:9][CH:10]=3)[C@:5]3([CH2:21][O:20][C:19]([NH2:22])=[N:18]3)[C:4]=2[CH:3]=1)=[N+:24]=[N-:25], predict the reactants needed to synthesize it. The reactants are: Br[C:2]1[CH:15]=[CH:14][C:13]2[O:12][C:11]3[C:6](=[CH:7][C:8]([O:16][CH3:17])=[CH:9][CH:10]=3)[C@:5]3([CH2:21][O:20][C:19]([NH2:22])=[N:18]3)[C:4]=2[CH:3]=1.[N-:23]=[N+:24]=[N-:25].[Na+].[Na].O=C1O[C@H]([C@H](CO)O)C(O)=C1O.CN[C@@H]1CCCC[C@H]1NC. (4) Given the product [C:18]([CH2:2][CH2:3][CH2:4][C:5]1([C:16]#[N:17])[CH2:10][CH2:9][N:8]([C:11]([O:13][CH2:14][CH3:15])=[O:12])[CH2:7][CH2:6]1)#[N:19], predict the reactants needed to synthesize it. The reactants are: Cl[CH2:2][CH2:3][CH2:4][C:5]1([C:16]#[N:17])[CH2:10][CH2:9][N:8]([C:11]([O:13][CH2:14][CH3:15])=[O:12])[CH2:7][CH2:6]1.[C-:18]#[N:19].[Na+].